From a dataset of Full USPTO retrosynthesis dataset with 1.9M reactions from patents (1976-2016). Predict the reactants needed to synthesize the given product. Given the product [Cl:18][C:6]1[C:5]2[C:10](=[CH:11][C:2]([F:1])=[C:3]([N+:13]([O-:15])=[O:14])[CH:4]=2)[N:9]=[CH:8][N:7]=1, predict the reactants needed to synthesize it. The reactants are: [F:1][C:2]1[CH:11]=[C:10]2[C:5]([C:6](O)=[N:7][CH:8]=[N:9]2)=[CH:4][C:3]=1[N+:13]([O-:15])=[O:14].S(Cl)([Cl:18])=O.